Dataset: Reaction yield outcomes from USPTO patents with 853,638 reactions. Task: Predict the reaction yield, written as a fraction of the theoretical maximum amount of product (1.0 means a 100% yield; for example, 0.34 means a 34% yield). The reactants are C[Si]([N-][Si](C)(C)C)(C)C.[Li+].[CH3:11][C:12]1[C:21](=[O:22])[CH2:20][CH2:19][CH:18]2[C:13]=1[CH2:14][CH2:15][N:16]([C:23]([O:25][C:26]([CH3:29])([CH3:28])[CH3:27])=[O:24])[CH2:17]2.Cl[Si](C)(C)C.C(=O)([O-])[O-].[Na+].[Na+]. The catalyst is C1COCC1.C(OCC)C.C([O-])(=O)C.[Pd+2].C([O-])(=O)C.O. The product is [OH:22][C:21]1[C:12]([CH3:11])=[C:13]2[C:18](=[CH:19][CH:20]=1)[CH2:17][N:16]([C:23]([O:25][C:26]([CH3:28])([CH3:27])[CH3:29])=[O:24])[CH2:15][CH2:14]2. The yield is 0.554.